From a dataset of Forward reaction prediction with 1.9M reactions from USPTO patents (1976-2016). Predict the product of the given reaction. (1) Given the reactants [O:1]1[CH2:4][CH:3]([CH:5]2[C:14]3[C:9](=[CH:10][CH:11]=[CH:12][CH:13]=3)[N:8]([CH2:15][C:16]([NH2:18])=O)[CH2:7][CH2:6]2)[CH2:2]1.[H-].[Al+3].[Li+].[H-].[H-].[H-].[OH-].[Na+].[O-]S([O-])(=O)=O.[Mg+2], predict the reaction product. The product is: [O:1]1[CH2:4][CH:3]([CH:5]2[C:14]3[C:9](=[CH:10][CH:11]=[CH:12][CH:13]=3)[N:8]([CH2:15][CH2:16][NH2:18])[CH2:7][CH2:6]2)[CH2:2]1. (2) Given the reactants C(=O)([O-])[O-].[Cs+].[Cs+].CC1(C)C(C)(C)OB([C:15]2[CH:16]=[N:17][NH:18][CH:19]=2)O1.C[O:22][C:23](=[O:27])[C@@H:24]1[O:26][CH2:25]1.Br[C:29]1[CH:30]=[C:31]([NH:36][C:37]2[N:42]=[C:41]([CH:43]3[CH2:45][CH2:44]3)[CH:40]=[CH:39][N:38]=2)[CH:32]=[C:33]([CH3:35])[CH:34]=1.C(=O)([O-])[O-].[Na+].[Na+], predict the reaction product. The product is: [CH:43]1([C:41]2[CH:40]=[CH:39][N:38]=[C:37]([NH:36][C:31]3[CH:30]=[C:29]([C:15]4[CH:19]=[N:18][N:17]([CH2:25][C@@H:24]([OH:26])[C:23]([OH:22])=[O:27])[CH:16]=4)[CH:34]=[C:33]([CH3:35])[CH:32]=3)[N:42]=2)[CH2:45][CH2:44]1. (3) Given the reactants Cl[C:2]1([C:13]2[CH:18]=[CH:17][CH:16]=[CH:15][C:14]=2[O:19][CH3:20])[C:10]2[C:5](=[CH:6][CH:7]=[C:8]([Cl:11])[CH:9]=2)[NH:4][C:3]1=[O:12].FC(F)(F)C(O)=O.[NH2:28][C@@H:29]([CH2:35][C:36]1[CH:41]=[CH:40][C:39]([O:42][CH2:43][C:44]2[CH:49]=[CH:48][CH:47]=[CH:46][CH:45]=2)=[CH:38][CH:37]=1)[C:30]([N:32]([CH3:34])[CH3:33])=[O:31], predict the reaction product. The product is: [CH2:43]([O:42][C:39]1[CH:40]=[CH:41][C:36]([CH2:35][C@H:29]([NH:28][C:2]2([C:13]3[CH:18]=[CH:17][CH:16]=[CH:15][C:14]=3[O:19][CH3:20])[C:10]3[C:5](=[CH:6][CH:7]=[C:8]([Cl:11])[CH:9]=3)[NH:4][C:3]2=[O:12])[C:30]([N:32]([CH3:34])[CH3:33])=[O:31])=[CH:37][CH:38]=1)[C:44]1[CH:49]=[CH:48][CH:47]=[CH:46][CH:45]=1. (4) Given the reactants [C:1]([C:3]1[N:7]2[N:8]=[CH:9][CH:10]=[CH:11][C:6]2=[N:5][CH:4]=1)#[CH:2].[CH:12]1([C:15]2[CH:16]=[C:17]([NH:29][C:30](=[O:39])[C:31]3[CH:36]=[CH:35][C:34]([CH3:37])=[C:33](I)[CH:32]=3)[CH:18]=[CH:19][C:20]=2[CH2:21][N:22]2[CH2:27][CH2:26][N:25]([CH3:28])[CH2:24][CH2:23]2)[CH2:14][CH2:13]1.CC(O)=O, predict the reaction product. The product is: [CH:12]1([C:15]2[CH:16]=[C:17]([NH:29][C:30](=[O:39])[C:31]3[CH:32]=[CH:33][C:34]([CH3:37])=[C:35]([C:2]#[C:1][C:3]4[N:7]5[N:8]=[CH:9][CH:10]=[CH:11][C:6]5=[N:5][CH:4]=4)[CH:36]=3)[CH:18]=[CH:19][C:20]=2[CH2:21][N:22]2[CH2:23][CH2:24][N:25]([CH3:28])[CH2:26][CH2:27]2)[CH2:14][CH2:13]1. (5) Given the reactants FC(F)(F)C(O)=O.[CH2:8]1[C:10]2([CH2:15][CH2:14][NH:13][CH:12]([C:16]([NH:18][C:19]3([C:22]4[CH:31]=[CH:30][C:25]([C:26]([O:28][CH3:29])=[O:27])=[CH:24][CH:23]=4)[CH2:21][CH2:20]3)=[O:17])[CH2:11]2)[CH2:9]1.[F:32][C:33]([F:43])([F:42])[C:34]1[CH:41]=[CH:40][C:37]([CH2:38]Br)=[CH:36][CH:35]=1, predict the reaction product. The product is: [F:32][C:33]([F:42])([F:43])[C:34]1[CH:41]=[CH:40][C:37]([CH2:38][N:13]2[CH2:14][CH2:15][C:10]3([CH2:9][CH2:8]3)[CH2:11][CH:12]2[C:16]([NH:18][C:19]2([C:22]3[CH:31]=[CH:30][C:25]([C:26]([O:28][CH3:29])=[O:27])=[CH:24][CH:23]=3)[CH2:20][CH2:21]2)=[O:17])=[CH:36][CH:35]=1. (6) Given the reactants F[C:2]1[C:3]([C:40](F)(F)F)=[C:4]([C:23]2[C:24](F)=[C:25]3[C:30](=[C:31](F)[C:32]=2F)[N:29]=[C:28]([N:35](F)F)[N:27]=[C:26]3F)[C:5](C2C(F)=C(F)C(F)=C(F)C=2F)=[C:6]([C:10]=1F)[C:7]([O-:9])=O.[F:44][C:45]1[CH:51]=[C:50]([F:52])[CH:49]=[CH:48][C:46]=1[NH2:47], predict the reaction product. The product is: [NH2:35][C:28]1[N:27]=[CH:26][C:25]2[C:30](=[CH:31][CH:32]=[C:23]([C:4]3[CH:5]=[C:6]([CH:10]=[CH:2][C:3]=3[CH3:40])[C:7]([NH:47][C:46]3[CH:48]=[CH:49][C:50]([F:52])=[CH:51][C:45]=3[F:44])=[O:9])[CH:24]=2)[N:29]=1. (7) The product is: [CH3:1][O:2][C:3]([C:5]1([CH2:18][CH3:19])[CH2:6][CH2:7][N:8]([C:11]([O:13][C:14]([CH3:17])([CH3:16])[CH3:15])=[O:12])[CH2:9][CH2:10]1)=[O:4]. Given the reactants [CH3:1][O:2][C:3]([C:5]1([CH3:18])[CH2:10][CH2:9][N:8]([C:11]([O:13][C:14]([CH3:17])([CH3:16])[CH3:15])=[O:12])[CH2:7][CH2:6]1)=[O:4].[CH3:19]OC(C1CCN(C(OC(C)(C)C)=O)CC1)=O, predict the reaction product. (8) The product is: [CH:1]([N:14]1[CH2:19][CH2:18][N:17]([CH2:20][C:21]([NH:26][NH2:27])=[O:23])[CH2:16][CH2:15]1)([C:2]1[CH:3]=[CH:4][CH:5]=[CH:6][CH:7]=1)[C:8]1[CH:9]=[CH:10][CH:11]=[CH:12][CH:13]=1. Given the reactants [CH:1]([N:14]1[CH2:19][CH2:18][N:17]([CH2:20][C:21]([O:23]CC)=O)[CH2:16][CH2:15]1)([C:8]1[CH:13]=[CH:12][CH:11]=[CH:10][CH:9]=1)[C:2]1[CH:7]=[CH:6][CH:5]=[CH:4][CH:3]=1.[NH2:26][NH2:27], predict the reaction product. (9) The product is: [Cl:12][C:4]1[N:3]=[C:2]([NH:20][CH2:19][C:18]2[CH:21]=[CH:22][C:15]([O:14][CH3:13])=[CH:16][CH:17]=2)[CH:7]=[C:6]([C:8]([F:11])([F:10])[F:9])[CH:5]=1. Given the reactants Cl[C:2]1[CH:7]=[C:6]([C:8]([F:11])([F:10])[F:9])[CH:5]=[C:4]([Cl:12])[N:3]=1.[CH3:13][O:14][C:15]1[CH:22]=[CH:21][C:18]([CH2:19][NH2:20])=[CH:17][CH:16]=1, predict the reaction product. (10) The product is: [OH:27][C@H:24]1[CH2:25][CH2:26][N:22]([C:2]2[CH:3]=[C:4]3[C:9](=[CH:10][C:11]=2[N+:12]([O-:14])=[O:13])[NH:8][C:7](=[O:15])[N:6]([NH:16][S:17]([CH3:20])(=[O:19])=[O:18])[C:5]3=[O:21])[CH2:23]1. Given the reactants F[C:2]1[CH:3]=[C:4]2[C:9](=[CH:10][C:11]=1[N+:12]([O-:14])=[O:13])[NH:8][C:7](=[O:15])[N:6]([NH:16][S:17]([CH3:20])(=[O:19])=[O:18])[C:5]2=[O:21].[NH:22]1[CH2:26][CH2:25][C@H:24]([OH:27])[CH2:23]1, predict the reaction product.